Dataset: NCI-60 drug combinations with 297,098 pairs across 59 cell lines. Task: Regression. Given two drug SMILES strings and cell line genomic features, predict the synergy score measuring deviation from expected non-interaction effect. Drug 2: CC1CCC2CC(C(=CC=CC=CC(CC(C(=O)C(C(C(=CC(C(=O)CC(OC(=O)C3CCCCN3C(=O)C(=O)C1(O2)O)C(C)CC4CCC(C(C4)OC)OCCO)C)C)O)OC)C)C)C)OC. Cell line: HCC-2998. Synergy scores: CSS=64.5, Synergy_ZIP=-1.13, Synergy_Bliss=0.623, Synergy_Loewe=0.728, Synergy_HSA=2.29. Drug 1: CCC1=CC2CC(C3=C(CN(C2)C1)C4=CC=CC=C4N3)(C5=C(C=C6C(=C5)C78CCN9C7C(C=CC9)(C(C(C8N6C)(C(=O)OC)O)OC(=O)C)CC)OC)C(=O)OC.C(C(C(=O)O)O)(C(=O)O)O.